This data is from NCI-60 drug combinations with 297,098 pairs across 59 cell lines. The task is: Regression. Given two drug SMILES strings and cell line genomic features, predict the synergy score measuring deviation from expected non-interaction effect. (1) Drug 1: CN(CCCl)CCCl.Cl. Drug 2: CC1=C(C(=O)C2=C(C1=O)N3CC4C(C3(C2COC(=O)N)OC)N4)N. Cell line: PC-3. Synergy scores: CSS=17.5, Synergy_ZIP=-9.21, Synergy_Bliss=-8.10, Synergy_Loewe=-2.36, Synergy_HSA=-1.60. (2) Drug 1: C1=NC2=C(N1)C(=S)N=CN2. Drug 2: C1C(C(OC1N2C=NC(=NC2=O)N)CO)O. Cell line: SN12C. Synergy scores: CSS=13.1, Synergy_ZIP=-6.03, Synergy_Bliss=3.83, Synergy_Loewe=2.60, Synergy_HSA=3.05. (3) Drug 1: C1CC(=O)NC(=O)C1N2CC3=C(C2=O)C=CC=C3N. Drug 2: CCC(=C(C1=CC=CC=C1)C2=CC=C(C=C2)OCCN(C)C)C3=CC=CC=C3.C(C(=O)O)C(CC(=O)O)(C(=O)O)O. Cell line: NCI-H460. Synergy scores: CSS=3.68, Synergy_ZIP=-1.47, Synergy_Bliss=-0.0965, Synergy_Loewe=0.973, Synergy_HSA=-0.103. (4) Drug 1: CCCS(=O)(=O)NC1=C(C(=C(C=C1)F)C(=O)C2=CNC3=C2C=C(C=N3)C4=CC=C(C=C4)Cl)F. Drug 2: CN(C)C1=NC(=NC(=N1)N(C)C)N(C)C. Cell line: UACC62. Synergy scores: CSS=42.7, Synergy_ZIP=1.79, Synergy_Bliss=1.47, Synergy_Loewe=-31.5, Synergy_HSA=1.03. (5) Drug 1: C1CCN(CC1)CCOC2=CC=C(C=C2)C(=O)C3=C(SC4=C3C=CC(=C4)O)C5=CC=C(C=C5)O. Drug 2: C1=NC2=C(N=C(N=C2N1C3C(C(C(O3)CO)O)F)Cl)N. Cell line: UO-31. Synergy scores: CSS=16.7, Synergy_ZIP=-9.22, Synergy_Bliss=-1.22, Synergy_Loewe=-5.64, Synergy_HSA=0.717. (6) Drug 1: C1CCC(CC1)NC(=O)N(CCCl)N=O. Drug 2: CCCS(=O)(=O)NC1=C(C(=C(C=C1)F)C(=O)C2=CNC3=C2C=C(C=N3)C4=CC=C(C=C4)Cl)F. Cell line: BT-549. Synergy scores: CSS=3.06, Synergy_ZIP=-1.93, Synergy_Bliss=-1.26, Synergy_Loewe=-6.60, Synergy_HSA=-3.60. (7) Drug 1: C1=CC(=CC=C1CCCC(=O)O)N(CCCl)CCCl. Drug 2: CN(CCCl)CCCl.Cl. Cell line: NCI-H522. Synergy scores: CSS=19.8, Synergy_ZIP=-13.6, Synergy_Bliss=-6.65, Synergy_Loewe=-3.09, Synergy_HSA=-1.62. (8) Drug 1: C1=NC(=NC(=O)N1C2C(C(C(O2)CO)O)O)N. Drug 2: CC(C)CN1C=NC2=C1C3=CC=CC=C3N=C2N. Cell line: K-562. Synergy scores: CSS=50.5, Synergy_ZIP=0.146, Synergy_Bliss=-1.27, Synergy_Loewe=0.383, Synergy_HSA=1.76. (9) Drug 1: CCC1=CC2CC(C3=C(CN(C2)C1)C4=CC=CC=C4N3)(C5=C(C=C6C(=C5)C78CCN9C7C(C=CC9)(C(C(C8N6C)(C(=O)OC)O)OC(=O)C)CC)OC)C(=O)OC.C(C(C(=O)O)O)(C(=O)O)O. Drug 2: CC1=CC=C(C=C1)C2=CC(=NN2C3=CC=C(C=C3)S(=O)(=O)N)C(F)(F)F. Cell line: T-47D. Synergy scores: CSS=38.7, Synergy_ZIP=-2.80, Synergy_Bliss=2.41, Synergy_Loewe=4.58, Synergy_HSA=4.52.